From a dataset of NCI-60 drug combinations with 297,098 pairs across 59 cell lines. Regression. Given two drug SMILES strings and cell line genomic features, predict the synergy score measuring deviation from expected non-interaction effect. (1) Drug 2: CN1C2=C(C=C(C=C2)N(CCCl)CCCl)N=C1CCCC(=O)O.Cl. Drug 1: CNC(=O)C1=NC=CC(=C1)OC2=CC=C(C=C2)NC(=O)NC3=CC(=C(C=C3)Cl)C(F)(F)F. Cell line: UO-31. Synergy scores: CSS=0.0430, Synergy_ZIP=5.72, Synergy_Bliss=6.41, Synergy_Loewe=-0.801, Synergy_HSA=-0.274. (2) Drug 1: C1=C(C(=O)NC(=O)N1)F. Drug 2: C1=NC2=C(N1)C(=S)N=CN2. Cell line: RPMI-8226. Synergy scores: CSS=68.4, Synergy_ZIP=-12.7, Synergy_Bliss=-31.0, Synergy_Loewe=-27.6, Synergy_HSA=-26.7. (3) Synergy scores: CSS=-1.16, Synergy_ZIP=-3.84, Synergy_Bliss=-0.728, Synergy_Loewe=-20.2, Synergy_HSA=-4.24. Drug 1: C1=CC(=CC=C1CC(C(=O)O)N)N(CCCl)CCCl.Cl. Drug 2: CCC1=C2CN3C(=CC4=C(C3=O)COC(=O)C4(CC)O)C2=NC5=C1C=C(C=C5)O. Cell line: SK-MEL-28. (4) Drug 1: CCC1=CC2CC(C3=C(CN(C2)C1)C4=CC=CC=C4N3)(C5=C(C=C6C(=C5)C78CCN9C7C(C=CC9)(C(C(C8N6C)(C(=O)OC)O)OC(=O)C)CC)OC)C(=O)OC.C(C(C(=O)O)O)(C(=O)O)O. Drug 2: CC1C(C(CC(O1)OC2CC(CC3=C2C(=C4C(=C3O)C(=O)C5=C(C4=O)C(=CC=C5)OC)O)(C(=O)C)O)N)O.Cl. Cell line: SF-295. Synergy scores: CSS=66.1, Synergy_ZIP=8.64, Synergy_Bliss=9.16, Synergy_Loewe=12.6, Synergy_HSA=13.3.